This data is from Forward reaction prediction with 1.9M reactions from USPTO patents (1976-2016). The task is: Predict the product of the given reaction. Given the reactants Br[C:2]1[CH:3]=[C:4]([CH2:16][CH3:17])[C:5]([O:9][CH2:10][O:11][CH2:12][CH2:13][O:14][CH3:15])=[C:6]([Cl:8])[CH:7]=1.[CH:18]1([CH:23]([OH:26])[CH:24]=[CH2:25])[CH2:22][CH2:21][CH2:20][CH2:19]1.C([O-])(=O)C.[Na+], predict the reaction product. The product is: [Cl:8][C:6]1[CH:7]=[C:2]([CH2:25][CH2:24][C:23]([CH:18]2[CH2:22][CH2:21][CH2:20][CH2:19]2)=[O:26])[CH:3]=[C:4]([CH2:16][CH3:17])[C:5]=1[O:9][CH2:10][O:11][CH2:12][CH2:13][O:14][CH3:15].